This data is from Acute oral toxicity (LD50) regression data from Zhu et al.. The task is: Regression/Classification. Given a drug SMILES string, predict its toxicity properties. Task type varies by dataset: regression for continuous values (e.g., LD50, hERG inhibition percentage) or binary classification for toxic/non-toxic outcomes (e.g., AMES mutagenicity, cardiotoxicity, hepatotoxicity). Dataset: ld50_zhu. The molecule is COc1cc(C=O)ccc1O. The rat oral LD50 is 1.98, given as -log10 of the dose in mol/kg body weight (higher means more acutely toxic).